This data is from Forward reaction prediction with 1.9M reactions from USPTO patents (1976-2016). The task is: Predict the product of the given reaction. (1) Given the reactants [I-].[CH2:2]([O:9][C:10]([N:12]1[CH2:17][CH2:16][CH:15]([NH:18][C:19](=[O:34])[C@@H:20]([NH:26][C:27]([O:29][C:30]([CH3:33])([CH3:32])[CH3:31])=[O:28])[CH2:21][CH2:22][S+](C)C)[CH2:14][CH2:13]1)=[O:11])[C:3]1[CH:8]=[CH:7][CH:6]=[CH:5][CH:4]=1.C[Si]([N-][Si](C)(C)C)(C)C.[Li+].[Cl-].[NH4+], predict the reaction product. The product is: [C:30]([O:29][C:27]([NH:26][C@H:20]1[CH2:21][CH2:22][N:18]([CH:15]2[CH2:16][CH2:17][N:12]([C:10]([O:9][CH2:2][C:3]3[CH:8]=[CH:7][CH:6]=[CH:5][CH:4]=3)=[O:11])[CH2:13][CH2:14]2)[C:19]1=[O:34])=[O:28])([CH3:33])([CH3:32])[CH3:31]. (2) Given the reactants C([O:3][C:4]([C:6]1[C:7]([F:17])=[CH:8][C:9]2[S:14][CH2:13][C:12](=[O:15])[NH:11][C:10]=2[CH:16]=1)=[O:5])C.[OH-].[Na+].Cl, predict the reaction product. The product is: [F:17][C:7]1[C:6]([C:4]([OH:5])=[O:3])=[CH:16][C:10]2[NH:11][C:12](=[O:15])[CH2:13][S:14][C:9]=2[CH:8]=1. (3) Given the reactants [CH3:1][O:2][C:3]1[CH:8]=[CH:7][CH:6]=[C:5]([O:9][CH2:10][O:11][CH3:12])[CH:4]=1.C([Li])CCC.[CH3:18][O:19][C:20](=[O:31])[C:21]1[CH:26]=[C:25]([N+:27]([O-:29])=[O:28])[CH:24]=[CH:23][C:22]=1Br.C(Cl)(Cl)Cl, predict the reaction product. The product is: [N+:27]([C:25]1[CH:24]=[CH:23][C:22]([C:4]2[C:5]([O:9][CH2:10][O:11][CH3:12])=[CH:6][CH:7]=[CH:8][C:3]=2[O:2][CH3:1])=[C:21]([CH:26]=1)[C:20]([O:19][CH3:18])=[O:31])([O-:29])=[O:28]. (4) Given the reactants [OH:1][C:2]1[CH:9]=[CH:8][C:7]([N+:10]([O-:12])=[O:11])=[CH:6][C:3]=1[CH:4]=[O:5].I[CH2:14][CH2:15][CH3:16].COC(O)C1C=C([N+]([O-])=O)C=CC=1OC, predict the reaction product. The product is: [N+:10]([C:7]1[CH:8]=[CH:9][C:2]([O:1][CH2:14][CH2:15][CH3:16])=[C:3]([CH:6]=1)[CH:4]=[O:5])([O-:12])=[O:11]. (5) Given the reactants [Cl:1][C:2]1[S:6][CH:5]=[C:4]([NH:7]/[C:8](/SC)=[N:9]/[C:10]#[N:11])[CH:3]=1.[NH2:14][NH2:15], predict the reaction product. The product is: [Cl:1][C:2]1[S:6][CH:5]=[C:4]([NH:7][C:8]2[N:9]=[C:10]([NH2:11])[NH:15][N:14]=2)[CH:3]=1. (6) Given the reactants [C:1]1([C:7]2[CH:36]=[CH:35][C:10]([C:11]([NH:13][CH2:14][CH2:15][O:16][C:17]3[CH:22]=[CH:21][C:20]([CH2:23][CH:24]([N:30]4[CH:34]=[CH:33][CH:32]=[CH:31]4)[C:25]([O:27]CC)=[O:26])=[CH:19][CH:18]=3)=[O:12])=[CH:9][CH:8]=2)[CH:6]=[CH:5][CH:4]=[CH:3][CH:2]=1.[OH-].[Na+], predict the reaction product. The product is: [C:7]1([C:1]2[CH:6]=[CH:5][CH:4]=[CH:3][CH:2]=2)[CH:8]=[CH:9][C:10]([C:11]([NH:13][CH2:14][CH2:15][O:16][C:17]2[CH:22]=[CH:21][C:20]([CH2:23][CH:24]([N:30]3[CH:34]=[CH:33][CH:32]=[CH:31]3)[C:25]([OH:27])=[O:26])=[CH:19][CH:18]=2)=[O:12])=[CH:35][CH:36]=1. (7) Given the reactants [C:1]1([N:7]2[C:12](=[O:13])[C:11]3[S:14][CH:15]=[C:16]([C:17]4[CH:22]=[CH:21][CH:20]=[CH:19][CH:18]=4)[C:10]=3[N:9]=[CH:8]2)[CH:6]=[CH:5][CH:4]=[CH:3][CH:2]=1.N[C:24]1C(C2C=CC=CC=2)=CSC=1C(OC)=O.C(OCC)(OCC)OCC.CC1CCCC(N)C1, predict the reaction product. The product is: [CH3:24][CH:3]1[CH2:4][CH2:5][CH2:6][CH:1]([N:7]2[C:12](=[O:13])[C:11]3[S:14][CH:15]=[C:16]([C:17]4[CH:18]=[CH:19][CH:20]=[CH:21][CH:22]=4)[C:10]=3[N:9]=[CH:8]2)[CH2:2]1.